From a dataset of Peptide-MHC class I binding affinity with 185,985 pairs from IEDB/IMGT. Regression. Given a peptide amino acid sequence and an MHC pseudo amino acid sequence, predict their binding affinity value. This is MHC class I binding data. (1) The peptide sequence is GVYDYLVST. The MHC is HLA-A68:02 with pseudo-sequence HLA-A68:02. The binding affinity (normalized) is 0.0916. (2) The peptide sequence is AWIDNYNKF. The MHC is HLA-A24:02 with pseudo-sequence HLA-A24:02. The binding affinity (normalized) is 0.694.